This data is from Catalyst prediction with 721,799 reactions and 888 catalyst types from USPTO. The task is: Predict which catalyst facilitates the given reaction. Reactant: [Cl:1][C:2]1[CH:3]=[C:4]([NH:8][C:9]2[O:10][CH2:11][C:12](=[O:19])[C:13]=2[C:14]([O:16][CH2:17][CH3:18])=[O:15])[CH:5]=[CH:6][CH:7]=1.[NH:20]1[C:28]2[C:23](=[CH:24][CH:25]=[CH:26][N:27]=2)[C:22]([CH:29]=O)=[CH:21]1.N1CCCCC1. Product: [NH:20]1[C:28]2=[N:27][CH:26]=[CH:25][CH:24]=[C:23]2[C:22]([CH:29]=[C:11]2[O:10][C:9]([NH:8][C:4]3[CH:5]=[CH:6][CH:7]=[C:2]([Cl:1])[CH:3]=3)=[C:13]([C:14]([O:16][CH2:17][CH3:18])=[O:15])[C:12]2=[O:19])=[CH:21]1. The catalyst class is: 8.